From a dataset of Full USPTO retrosynthesis dataset with 1.9M reactions from patents (1976-2016). Predict the reactants needed to synthesize the given product. (1) Given the product [CH2:1]([N:8]1[C:16]2[C:11](=[CH:12][CH:13]=[CH:14][CH:15]=2)[C:10]([C:17](=[N:18][NH:19][C:20]2[S:22][CH:24]=[C:25]([C:27]3[CH:32]=[CH:31][CH:30]=[C:29]([Cl:33])[CH:28]=3)[N:21]=2)[CH3:34])=[CH:9]1)[C:2]1[CH:3]=[CH:4][CH:5]=[CH:6][CH:7]=1, predict the reactants needed to synthesize it. The reactants are: [CH2:1]([N:8]1[C:16]2[C:11](=[CH:12][CH:13]=[CH:14][CH:15]=2)[C:10]([CH:17]=[N:18][NH:19][C:20](=[S:22])[NH2:21])=[CH:9]1)[C:2]1[CH:7]=[CH:6][CH:5]=[CH:4][CH:3]=1.Br[CH2:24][C:25]([C:27]1[CH:32]=[CH:31][CH:30]=[C:29]([Cl:33])[CH:28]=1)=O.[CH2:34]1COCC1. (2) Given the product [C:1]1([C:7]#[C:8][C:17]2[C:18]([C:26]([F:28])([F:29])[F:27])=[N:19][NH:20][C:21]=2[NH:22][C:23](=[O:25])[CH3:24])[CH:6]=[CH:5][CH:4]=[CH:3][CH:2]=1, predict the reactants needed to synthesize it. The reactants are: [C:1]1([C:7]#[CH:8])[CH:6]=[CH:5][CH:4]=[CH:3][CH:2]=1.CCN(CC)CC.I[C:17]1[C:18]([C:26]([F:29])([F:28])[F:27])=[N:19][NH:20][C:21]=1[NH:22][C:23](=[O:25])[CH3:24]. (3) Given the product [CH3:1][O:2][C:3](=[O:12])[C:4]1[CH:9]=[CH:8][C:7]([O:10][CH2:15][C:16]2[CH:21]=[CH:20][CH:19]=[CH:18][N:17]=2)=[CH:6][C:5]=1[F:11], predict the reactants needed to synthesize it. The reactants are: [CH3:1][O:2][C:3](=[O:12])[C:4]1[CH:9]=[CH:8][C:7]([OH:10])=[CH:6][C:5]=1[F:11].Br.Br[CH2:15][C:16]1[CH:21]=[CH:20][CH:19]=[CH:18][N:17]=1. (4) Given the product [CH:1]1([C:4]2[NH:8][N:7]=[C:6]([N:9]3[C:10]4=[N:11][C:12]([NH:19][C@H:20]([C:22]5[N:27]=[CH:26][C:25]([F:28])=[CH:24][N:23]=5)[CH3:21])=[CH:13][CH:14]=[C:15]4[N:16]=[CH:29]3)[CH:5]=2)[CH2:3][CH2:2]1, predict the reactants needed to synthesize it. The reactants are: [CH:1]1([C:4]2[NH:8][N:7]=[C:6]([NH:9][C:10]3[C:15]([N+:16]([O-])=O)=[CH:14][CH:13]=[C:12]([NH:19][C@H:20]([C:22]4[N:27]=[CH:26][C:25]([F:28])=[CH:24][N:23]=4)[CH3:21])[N:11]=3)[CH:5]=2)[CH2:3][CH2:2]1.[CH2:29](O)C.C(OCC)(=O)C.